Dataset: Full USPTO retrosynthesis dataset with 1.9M reactions from patents (1976-2016). Task: Predict the reactants needed to synthesize the given product. Given the product [C:28]([C:30]1[CH:35]=[CH:34][C:33]([O:19][CH2:18][CH2:17][CH2:16][CH2:15][C:14]#[C:13][C:10]2[CH:9]=[CH:8][C:7]([CH2:6][C@H:5]([O:20][CH3:21])[C:4]([OH:3])=[O:22])=[CH:12][CH:11]=2)=[CH:32][CH:31]=1)(=[O:29])[C:27]1[CH:36]=[CH:37][CH:24]=[CH:25][CH:26]=1, predict the reactants needed to synthesize it. The reactants are: C([O:3][C:4](=[O:22])[C@@H:5]([O:20][CH3:21])[CH2:6][C:7]1[CH:12]=[CH:11][C:10]([C:13]#[C:14][CH2:15][CH2:16][CH2:17][CH2:18][OH:19])=[CH:9][CH:8]=1)C.O[C:24]1[CH:37]=[CH:36][C:27]([C:28]([C:30]2[CH:35]=[CH:34][CH:33]=[CH:32][CH:31]=2)=[O:29])=[CH:26][CH:25]=1.